From a dataset of Reaction yield outcomes from USPTO patents with 853,638 reactions. Predict the reaction yield, written as a fraction of the theoretical maximum amount of product (1.0 means a 100% yield; for example, 0.34 means a 34% yield). (1) The reactants are [C:1]1([C:7]2([CH2:12]OS(C)(=O)=O)[CH2:11][CH2:10][CH2:9][CH2:8]2)[CH:6]=[CH:5][CH:4]=[CH:3][CH:2]=1.[C-:18]#[N:19].[Na+].O. The catalyst is CS(C)=O. The product is [C:1]1([C:7]2([CH2:12][C:18]#[N:19])[CH2:11][CH2:10][CH2:9][CH2:8]2)[CH:6]=[CH:5][CH:4]=[CH:3][CH:2]=1. The yield is 0.800. (2) The yield is 0.440. The catalyst is C(Cl)Cl. The product is [CH:1]1([N:6]2[CH2:12][C:11]3([CH2:14][CH2:13]3)[C:10](=[O:15])[N:9]([CH3:16])[C:8]3[CH:17]=[N:18][C:19]([NH:21][C:22]4[CH:30]=[CH:29][C:25]([C:26]([NH:63][N:64]5[CH2:69][CH2:68][N:67]([CH3:70])[CH2:66][CH2:65]5)=[O:27])=[CH:24][C:23]=4[F:31])=[N:20][C:7]2=3)[CH2:5][CH2:4][CH2:3][CH2:2]1. The reactants are [CH:1]1([N:6]2[CH2:12][C:11]3([CH2:14][CH2:13]3)[C:10](=[O:15])[N:9]([CH3:16])[C:8]3[CH:17]=[N:18][C:19]([NH:21][C:22]4[CH:30]=[CH:29][C:25]([C:26](O)=[O:27])=[CH:24][C:23]=4[F:31])=[N:20][C:7]2=3)[CH2:5][CH2:4][CH2:3][CH2:2]1.CCN(C(C)C)C(C)C.CN(C(ON1N=NC2C=CC=CC1=2)=[N+](C)C)C.[B-](F)(F)(F)F.[NH2:63][N:64]1[CH2:69][CH2:68][N:67]([CH3:70])[CH2:66][CH2:65]1. (3) The reactants are [Br-].[Li+].C[O:4][C:5](=[O:19])[CH:6]([CH2:15][CH:16]([CH3:18])[CH3:17])[CH2:7][C:8]([O:10][C:11]([CH3:14])([CH3:13])[CH3:12])=[O:9]. The catalyst is CC(C)=O. The product is [C:11]([O:10][C:8](=[O:9])[CH2:7][CH:6]([CH2:15][CH:16]([CH3:17])[CH3:18])[C:5]([OH:19])=[O:4])([CH3:14])([CH3:13])[CH3:12]. The yield is 0.860.